Dataset: Reaction yield outcomes from USPTO patents with 853,638 reactions. Task: Predict the reaction yield, written as a fraction of the theoretical maximum amount of product (1.0 means a 100% yield; for example, 0.34 means a 34% yield). (1) The reactants are [O:1]=[C:2]1[C:10]2[C:5](=[CH:6][CH:7]=[CH:8][CH:9]=2)[C:4](=[O:11])[N:3]1[CH2:12][C:13]1[S:17][C:16]([S:18](Cl)(=[O:20])=[O:19])=[CH:15][CH:14]=1.CCN(C(C)C)C(C)C.[CH2:31]([NH2:43])[CH2:32][CH2:33][CH2:34][CH2:35][CH2:36][CH2:37][CH2:38][CH2:39][CH2:40][CH2:41][CH3:42].Cl. The catalyst is C(Cl)Cl. The product is [O:1]=[C:2]1[C:10]2[C:5](=[CH:6][CH:7]=[CH:8][CH:9]=2)[C:4](=[O:11])[N:3]1[CH2:12][C:13]1[S:17][C:16]([S:18]([NH:43][CH2:31][CH2:32][CH2:33][CH2:34][CH2:35][CH2:36][CH2:37][CH2:38][CH2:39][CH2:40][CH2:41][CH3:42])(=[O:20])=[O:19])=[CH:15][CH:14]=1. The yield is 0.730. (2) The reactants are [Cl-].O[NH3+:3].[C:4](=[O:7])([O-])[OH:5].[Na+].CS(C)=O.[CH:13]1([CH2:16][O:17][C:18]2[N:23]=[CH:22][C:21]([C:24]3[C:29](=[O:30])[N:28]([CH2:31][C:32]4[CH:37]=[CH:36][C:35]([C:38]5[C:39]([C:44]#[N:45])=[CH:40][CH:41]=[CH:42][CH:43]=5)=[CH:34][C:33]=4[F:46])[C:27]([CH2:47][CH2:48][CH3:49])=[N:26][C:25]=3[CH3:50])=[CH:20][CH:19]=2)[CH2:15][CH2:14]1. The catalyst is C(OCC)(=O)C. The product is [CH:13]1([CH2:16][O:17][C:18]2[N:23]=[CH:22][C:21]([C:24]3[C:29](=[O:30])[N:28]([CH2:31][C:32]4[CH:37]=[CH:36][C:35]([C:38]5[CH:43]=[CH:42][CH:41]=[CH:40][C:39]=5[C:44]5[NH:3][C:4](=[O:7])[O:5][N:45]=5)=[CH:34][C:33]=4[F:46])[C:27]([CH2:47][CH2:48][CH3:49])=[N:26][C:25]=3[CH3:50])=[CH:20][CH:19]=2)[CH2:15][CH2:14]1. The yield is 0.600.